Dataset: Reaction yield outcomes from USPTO patents with 853,638 reactions. Task: Predict the reaction yield, written as a fraction of the theoretical maximum amount of product (1.0 means a 100% yield; for example, 0.34 means a 34% yield). The reactants are [CH2:1]([N:8]([CH2:38][C:39]1[CH:44]=[CH:43][CH:42]=[CH:41][CH:40]=1)[CH:9]1[CH2:13][CH:12]([C:14](=O)[CH2:15][NH:16][C:17]2[N:18]=[C:19]3[CH:25]=[CH:24][N:23]([S:26]([C:29]4[CH:35]=[CH:34][C:32]([CH3:33])=[CH:31][CH:30]=4)(=[O:28])=[O:27])[C:20]3=[N:21][CH:22]=2)[CH:11]([CH3:37])[CH2:10]1)[C:2]1[CH:7]=[CH:6][CH:5]=[CH:4][CH:3]=1.COC1C=CC(P2(SP(C3C=CC(OC)=CC=3)(=S)S2)=S)=CC=1. The catalyst is O1CCOCC1. The product is [CH2:1]([N:8]([CH2:38][C:39]1[CH:44]=[CH:43][CH:42]=[CH:41][CH:40]=1)[CH:9]1[CH2:13][CH:12]([C:14]2[N:18]3[C:19]4[CH:25]=[CH:24][N:23]([S:26]([C:29]5[CH:35]=[CH:34][C:32]([CH3:33])=[CH:31][CH:30]=5)(=[O:28])=[O:27])[C:20]=4[N:21]=[CH:22][C:17]3=[N:16][CH:15]=2)[CH:11]([CH3:37])[CH2:10]1)[C:2]1[CH:7]=[CH:6][CH:5]=[CH:4][CH:3]=1. The yield is 0.870.